From a dataset of Catalyst prediction with 721,799 reactions and 888 catalyst types from USPTO. Predict which catalyst facilitates the given reaction. Reactant: [C:1]([O:5][C:6]([C:8]1[CH:13]=[CH:12][C:11]([C:14]2([OH:36])[CH2:18][C:17]([C:23]3[CH:28]=[C:27]([Cl:29])[CH:26]=[C:25]([Cl:30])[CH:24]=3)([C:19]([F:22])([F:21])[F:20])[S:16][CH:15]2[C:31]([O:33]CC)=[O:32])=[CH:10][C:9]=1[CH3:37])=[O:7])([CH3:4])([CH3:3])[CH3:2].[OH-].Cl. Product: [C:1]([O:5][C:6]([C:8]1[CH:13]=[CH:12][C:11]([C:14]2([OH:36])[CH2:18][C:17]([C:23]3[CH:24]=[C:25]([Cl:30])[CH:26]=[C:27]([Cl:29])[CH:28]=3)([C:19]([F:20])([F:22])[F:21])[S:16][CH:15]2[C:31]([OH:33])=[O:32])=[CH:10][C:9]=1[CH3:37])=[O:7])([CH3:4])([CH3:3])[CH3:2]. The catalyst class is: 7.